Task: Predict the reaction yield, written as a fraction of the theoretical maximum amount of product (1.0 means a 100% yield; for example, 0.34 means a 34% yield).. Dataset: Reaction yield outcomes from USPTO patents with 853,638 reactions (1) The reactants are [NH:1]1[C:5]2=[N:6][CH:7]=[CH:8][CH:9]=[C:4]2[CH:3]=[CH:2]1.[Br:10][C:11]1[N:16]=[CH:15][C:14]([CH:17]=[O:18])=[CH:13][CH:12]=1.[OH-].[K+]. The catalyst is CO. The product is [Br:10][C:11]1[N:16]=[CH:15][C:14]([CH:17]([C:3]2[C:4]3[C:5](=[N:6][CH:7]=[CH:8][CH:9]=3)[NH:1][CH:2]=2)[OH:18])=[CH:13][CH:12]=1. The yield is 0.450. (2) The reactants are [CH3:1][C:2]1[N:11]([C:12]2[CH:17]=[CH:16][CH:15]=[C:14]([C:18]([F:21])([F:20])[F:19])[CH:13]=2)[C:10](=[O:22])[C:9]2[C:4](=[CH:5][CH:6]=[CH:7][C:8]=2[N+:23]([O-])=O)[N:3]=1.O.[SH-].[Na+]. The catalyst is CO.O. The product is [NH2:23][C:8]1[CH:7]=[CH:6][CH:5]=[C:4]2[C:9]=1[C:10](=[O:22])[N:11]([C:12]1[CH:17]=[CH:16][CH:15]=[C:14]([C:18]([F:21])([F:20])[F:19])[CH:13]=1)[C:2]([CH3:1])=[N:3]2. The yield is 0.580. (3) The reactants are [C:1]([C:4]1[O:5][CH:6]=[C:7]([C:9]([OH:11])=O)[N:8]=1)(=[O:3])[CH3:2].[NH2:12][C@@H:13]([CH3:30])[CH2:14][N:15]1[CH:19]=[CH:18][C:17]([C:20]2[CH:27]=[CH:26][C:23]([C:24]#[N:25])=[C:22]([Cl:28])[C:21]=2[CH3:29])=[N:16]1. No catalyst specified. The product is [C:1]([C:4]1[O:5][CH:6]=[C:7]([C:9]([NH:12][C@@H:13]([CH3:30])[CH2:14][N:15]2[CH:19]=[CH:18][C:17]([C:20]3[CH:27]=[CH:26][C:23]([C:24]#[N:25])=[C:22]([Cl:28])[C:21]=3[CH3:29])=[N:16]2)=[O:11])[N:8]=1)(=[O:3])[CH3:2]. The yield is 0.125. (4) The reactants are CC1(CO[C:10]2[C:18]3[C:17]4[CH:19]=[C:20]([C:23]#[N:24])[N:21]=[CH:22][C:16]=4[N:15](COCC[Si](C)(C)C)[C:14]=3[N:13]=[CH:12][CH:11]=2)CCCNC1.Br.[OH-:34].[Na+].Cl. The catalyst is O1CCOCC1. The product is [CH3:17][C:18]1([O:34][C:12]2[CH:11]=[CH:10][C:18]3[C:17]4[CH:19]=[C:20]([C:23]#[N:24])[N:21]=[CH:22][C:16]=4[NH:15][C:14]=3[N:13]=2)[CH2:10][CH2:11][CH2:12][NH:13][CH2:14]1. The yield is 0.310. (5) The reactants are [F:1][C:2]1[CH:25]=[CH:24][C:5]([CH2:6][N:7]([O:17][CH:18]2[CH2:23][CH2:22][CH2:21][CH2:20][O:19]2)[C:8]([C:10]2[CH:15]=[C:14](Br)[CH:13]=[CH:12][N:11]=2)=[O:9])=[CH:4][CH:3]=1.C(=O)([O-])[O-].[Na+].[Na+].[C:32]1(B(O)O)[CH:37]=[CH:36][CH:35]=[CH:34][CH:33]=1. The catalyst is C(#N)C.Cl[Pd](Cl)([P](C1C=CC=CC=1)(C1C=CC=CC=1)C1C=CC=CC=1)[P](C1C=CC=CC=1)(C1C=CC=CC=1)C1C=CC=CC=1. The product is [F:1][C:2]1[CH:25]=[CH:24][C:5]([CH2:6][N:7]([O:17][CH:18]2[CH2:23][CH2:22][CH2:21][CH2:20][O:19]2)[C:8]([C:10]2[CH:15]=[C:14]([C:32]3[CH:37]=[CH:36][CH:35]=[CH:34][CH:33]=3)[CH:13]=[CH:12][N:11]=2)=[O:9])=[CH:4][CH:3]=1. The yield is 0.570.